This data is from Forward reaction prediction with 1.9M reactions from USPTO patents (1976-2016). The task is: Predict the product of the given reaction. The product is: [F:91][C:85]1[C:86]([F:90])=[CH:87][CH:88]=[CH:89][C:84]=1[CH2:83][S:82][C:54]1[N:53]=[C:52]([NH:10][S:7]([C:4]2[CH:5]=[CH:6][N:1]=[CH:2][CH:3]=2)(=[O:9])=[O:8])[CH:57]=[C:56]([O:58][C@H:59]([CH3:81])[CH2:60][O:61][C:62]([C:63]2[CH:64]=[CH:65][CH:66]=[CH:67][CH:68]=2)([C:75]2[CH:76]=[CH:77][CH:78]=[CH:79][CH:80]=2)[C:69]2[CH:74]=[CH:73][CH:72]=[CH:71][CH:70]=2)[N:55]=1. Given the reactants [N:1]1[CH:6]=[CH:5][C:4]([S:7]([NH2:10])(=[O:9])=[O:8])=[CH:3][CH:2]=1.C1(P(C2CCCCC2)C2C=CC=CC=2C2C(C(C)C)=CC(C(C)C)=CC=2C(C)C)CCCCC1.C(=O)([O-])[O-].[Cs+].[Cs+].Cl[C:52]1[CH:57]=[C:56]([O:58][C@H:59]([CH3:81])[CH2:60][O:61][C:62]([C:75]2[CH:80]=[CH:79][CH:78]=[CH:77][CH:76]=2)([C:69]2[CH:74]=[CH:73][CH:72]=[CH:71][CH:70]=2)[C:63]2[CH:68]=[CH:67][CH:66]=[CH:65][CH:64]=2)[N:55]=[C:54]([S:82][CH2:83][C:84]2[CH:89]=[CH:88][CH:87]=[C:86]([F:90])[C:85]=2[F:91])[N:53]=1, predict the reaction product.